Dataset: Reaction yield outcomes from USPTO patents with 853,638 reactions. Task: Predict the reaction yield, written as a fraction of the theoretical maximum amount of product (1.0 means a 100% yield; for example, 0.34 means a 34% yield). (1) The reactants are [CH3:1][C:2]1[N:7]=[C:6]([C:8]2[C:9]([C:16]3[CH:17]=[CH:18][C:19]4[N:23]=[CH:22][N:21]([CH2:24][CH2:25][CH2:26][OH:27])[C:20]=4[CH:28]=3)=[C:10]3[CH2:15][CH2:14][CH2:13][N:11]3[N:12]=2)[CH:5]=[CH:4][CH:3]=1.[CH3:29][S:30](Cl)(=[O:32])=[O:31]. The catalyst is N1C=CC=CC=1. The product is [CH3:1][C:2]1[N:7]=[C:6]([C:8]2[C:9]([C:16]3[CH:17]=[CH:18][C:19]4[N:23]=[CH:22][N:21]([CH2:24][CH2:25][CH2:26][O:27][S:30]([CH3:29])(=[O:32])=[O:31])[C:20]=4[CH:28]=3)=[C:10]3[CH2:15][CH2:14][CH2:13][N:11]3[N:12]=2)[CH:5]=[CH:4][CH:3]=1. The yield is 0.550. (2) The reactants are [H-].[Na+].[OH:3][C:4]1[CH:9]=[CH:8][C:7]([N:10]2[C:15](=[O:16])[C:14]([CH2:17][C:18]3[CH:23]=[CH:22][C:21]([C:24]4[C:25]([C:30]#[N:31])=[CH:26][CH:27]=[CH:28][CH:29]=4)=[CH:20][CH:19]=3)=[C:13]([CH2:32][CH2:33][CH3:34])[N:12]3[N:35]=[CH:36][N:37]=[C:11]23)=[CH:6][CH:5]=1.[CH3:38][C:39]1([CH3:42])[CH2:41][O:40]1.Cl. The catalyst is CN(C=O)C. The product is [OH:40][C:39]([CH3:42])([CH3:41])[CH2:38][O:3][C:4]1[CH:9]=[CH:8][C:7]([N:10]2[C:15](=[O:16])[C:14]([CH2:17][C:18]3[CH:23]=[CH:22][C:21]([C:24]4[C:25]([C:30]#[N:31])=[CH:26][CH:27]=[CH:28][CH:29]=4)=[CH:20][CH:19]=3)=[C:13]([CH2:32][CH2:33][CH3:34])[N:12]3[N:35]=[CH:36][N:37]=[C:11]23)=[CH:6][CH:5]=1. The yield is 0.610. (3) The reactants are [Si:1]([O:8][C@@H:9]1[C@@H:13]([CH2:14][O:15][Si:16]([C:19]([CH3:22])([CH3:21])[CH3:20])([CH3:18])[CH3:17])[O:12][C@@H:11]([N:23]2[C:32]3[N:31]=[CH:30][N:29]=[C:27]([OH:28])[C:26]=3[N:25]=[CH:24]2)[CH2:10]1)([C:4]([CH3:7])([CH3:6])[CH3:5])([CH3:3])[CH3:2].F[P-](F)(F)(F)(F)F.[N:40]1(O[P+](N(C)C)(N(C)C)N(C)C)[C:44]2[CH:45]=[CH:46][CH:47]=[CH:48][C:43]=2[N:42]=[N:41]1.CCN(C(C)C)C(C)C. The catalyst is C1COCC1. The product is [N:40]1([O:28][C:27]2[C:26]3[N:25]=[CH:24][N:23]([C:32]=3[N:31]=[CH:30][N:29]=2)[C@@H:11]2[O:12][C@H:13]([CH2:14][O:15][Si:16]([C:19]([CH3:20])([CH3:21])[CH3:22])([CH3:17])[CH3:18])[C@@H:9]([O:8][Si:1]([C:4]([CH3:6])([CH3:7])[CH3:5])([CH3:3])[CH3:2])[CH2:10]2)[C:44]2[CH:45]=[CH:46][CH:47]=[CH:48][C:43]=2[N:42]=[N:41]1. The yield is 0.830. (4) The reactants are [Cl-].[CH:2]1[C:11]2[C:6](=[CH:7][CH:8]=[CH:9][CH:10]=2)[CH:5]=[CH:4][C:3]=1[C:12](=[O:15])[CH2:13][NH3+:14].[CH3:16][C:17]1[CH:18]=[C:19]([S:24](Cl)(=[O:26])=[O:25])[CH:20]=[C:21]([CH3:23])[CH:22]=1.CCN(CC)CC. The catalyst is CN(C=O)C.C(OCC)(=O)C. The product is [CH3:23][C:21]1[CH:20]=[C:19]([S:24]([NH:14][CH2:13][C:12]([C:3]2[CH:4]=[CH:5][C:6]3[C:11](=[CH:10][CH:9]=[CH:8][CH:7]=3)[CH:2]=2)=[O:15])(=[O:25])=[O:26])[CH:18]=[C:17]([CH3:16])[CH:22]=1. The yield is 0.240. (5) The reactants are [Cl:1][C:2]1[CH:7]=[CH:6][N:5]=[CH:4][CH:3]=1.OS(O)(=O)=O.OO.[CH3:15][NH:16][CH:17]=[O:18]. No catalyst specified. The product is [Cl:1][C:2]1[CH:7]=[CH:6][N:5]=[C:4]([C:17]([NH:16][CH3:15])=[O:18])[CH:3]=1. The yield is 0.0530. (6) The reactants are [Cl:1][C:2]1[CH:10]=[CH:9][C:5]([C:6]([OH:8])=[O:7])=[CH:4][CH:3]=1.[N:11]1[CH:16]=[CH:15][CH:14]=[C:13]([CH2:17][CH:18]2[CH:23]([NH:24][C:25]([C:27]3[O:28][C:29]4[CH:35]=[CH:34][CH:33]=[CH:32][C:30]=4[CH:31]=3)=[O:26])[CH:22]3[CH2:36][CH2:37][N:19]2[CH2:20][CH2:21]3)[CH:12]=1. The catalyst is CC(C)=O.C(O)(C)C. The product is [Cl:1][C:2]1[CH:10]=[CH:9][C:5]([C:6]([OH:8])=[O:7])=[CH:4][CH:3]=1.[N:11]1[CH:16]=[CH:15][CH:14]=[C:13]([CH2:17][C@@H:18]2[C@H:23]([NH:24][C:25]([C:27]3[O:28][C:29]4[CH:35]=[CH:34][CH:33]=[CH:32][C:30]=4[CH:31]=3)=[O:26])[CH:22]3[CH2:36][CH2:37][N:19]2[CH2:20][CH2:21]3)[CH:12]=1. The yield is 0.940. (7) The reactants are C([O:5][C:6](=[O:20])[CH2:7][C:8]1([OH:19])[CH2:11][N:10]([C:12]([O:14][C:15]([CH3:18])([CH3:17])[CH3:16])=[O:13])[CH2:9]1)(C)(C)C.Cl.[OH-].[Na+].O(C(OC(C)(C)C)=O)C(OC(C)(C)C)=O. The catalyst is O1CCOCC1. The product is [C:12]([N:10]1[CH2:9][C:8]([CH2:7][C:6]([OH:20])=[O:5])([OH:19])[CH2:11]1)([O:14][C:15]([CH3:18])([CH3:17])[CH3:16])=[O:13]. The yield is 0.940. (8) The reactants are [OH-].[Na+:2].[C:3]([C:5]1[CH:6]=[C:7]([C:15]2[O:19][N:18]=[C:17]([C:20]3[C:21]([CH3:38])=[C:22]4[C:27](=[CH:28][CH:29]=3)[CH2:26][N:25]([CH2:30][CH2:31][CH2:32][C:33]([O:35]CC)=[O:34])[CH2:24][CH2:23]4)[N:16]=2)[CH:8]=[CH:9][C:10]=1[O:11][CH:12]([CH3:14])[CH3:13])#[N:4]. The catalyst is C(O)C. The product is [Na+:2].[C:3]([C:5]1[CH:6]=[C:7]([C:15]2[O:19][N:18]=[C:17]([C:20]3[C:21]([CH3:38])=[C:22]4[C:27](=[CH:28][CH:29]=3)[CH2:26][N:25]([CH2:30][CH2:31][CH2:32][C:33]([O-:35])=[O:34])[CH2:24][CH2:23]4)[N:16]=2)[CH:8]=[CH:9][C:10]=1[O:11][CH:12]([CH3:14])[CH3:13])#[N:4]. The yield is 0.740. (9) The reactants are [CH2:1]1[CH:6]([NH2:7])[CH2:5][CH2:4][CH:3]([OH:8])[CH2:2]1.[CH3:9][C:10]([O:13][C:14](O[C:14]([O:13][C:10]([CH3:12])([CH3:11])[CH3:9])=[O:15])=[O:15])([CH3:12])[CH3:11]. The catalyst is C(Cl)Cl. The product is [CH3:9][C:10]([O:13][C:14]([NH:7][CH:6]1[CH2:5][CH2:4][CH:3]([OH:8])[CH2:2][CH2:1]1)=[O:15])([CH3:12])[CH3:11]. The yield is 0.640.